From a dataset of Reaction yield outcomes from USPTO patents with 853,638 reactions. Predict the reaction yield, written as a fraction of the theoretical maximum amount of product (1.0 means a 100% yield; for example, 0.34 means a 34% yield). (1) The reactants are Cl.[CH3:2][NH:3][O:4][CH3:5].[O:6]=[C:7]1[CH2:10][CH:9]([C:11]([OH:13])=O)[CH2:8]1.Cl.CN(C)CCCN=C=NCC.ON1C2C=CC=CC=2N=N1.C(N(CC)CC)C. The catalyst is ClCCl. The product is [CH3:5][O:4][N:3]([CH3:2])[C:11]([CH:9]1[CH2:8][C:7](=[O:6])[CH2:10]1)=[O:13]. The yield is 0.780. (2) The reactants are [OH:1]/[N:2]=[C:3](\Cl)/[C:4]1[CH:9]=[CH:8][C:7]([F:10])=[CH:6][CH:5]=1.CN([CH:15]=[CH:16][C:17]([O:19][CH2:20][CH3:21])=[O:18])C.C(N(CC)CC)C. The catalyst is C(OCC)C. The product is [CH2:20]([O:19][C:17]([C:16]1[C:3]([C:4]2[CH:9]=[CH:8][C:7]([F:10])=[CH:6][CH:5]=2)=[N:2][O:1][CH:15]=1)=[O:18])[CH3:21]. The yield is 0.880. (3) The reactants are [Br:1][C:2]1[CH:18]=[CH:17][CH:16]=[CH:15][C:3]=1[O:4][C:5]1[CH:14]=[CH:13][C:8]([C:9]([O:11]C)=[O:10])=[CH:7][CH:6]=1.CO.[OH-].[Na+]. The catalyst is O. The product is [Br:1][C:2]1[CH:18]=[CH:17][CH:16]=[CH:15][C:3]=1[O:4][C:5]1[CH:14]=[CH:13][C:8]([C:9]([OH:11])=[O:10])=[CH:7][CH:6]=1. The yield is 0.870.